Task: Predict the product of the given reaction.. Dataset: Forward reaction prediction with 1.9M reactions from USPTO patents (1976-2016) (1) Given the reactants [Cl:1][C:2]1[CH:9]=[CH:8][CH:7]=[C:6](F)[C:3]=1[CH:4]=[O:5].[CH2:11]([N:13]1[CH2:18][CH2:17][NH:16][CH2:15][CH2:14]1)[CH3:12].C(=O)([O-])[O-].[K+].[K+], predict the reaction product. The product is: [Cl:1][C:2]1[CH:9]=[CH:8][CH:7]=[C:6]([N:16]2[CH2:17][CH2:18][N:13]([CH2:11][CH3:12])[CH2:14][CH2:15]2)[C:3]=1[CH:4]=[O:5]. (2) Given the reactants C([O:4][C:5]1[CH:6]=[C:7]([CH2:14][C:15]([NH:17][C:18]2[CH:19]=[CH:20][C:21]([CH:24]([CH3:31])[CH2:25][C:26]([O:28]CC)=[O:27])=[N:22][CH:23]=2)=[O:16])[CH:8]=[CH:9][C:10]=1[N+:11]([O-:13])=[O:12])(=O)C.[OH-].[Na+], predict the reaction product. The product is: [OH:4][C:5]1[CH:6]=[C:7]([CH2:14][C:15]([NH:17][C:18]2[CH:19]=[CH:20][C:21]([CH:24]([CH3:31])[CH2:25][C:26]([OH:28])=[O:27])=[N:22][CH:23]=2)=[O:16])[CH:8]=[CH:9][C:10]=1[N+:11]([O-:13])=[O:12]. (3) Given the reactants [CH:1]([C:4]1[CH:9]=[CH:8][C:7]([CH2:10][C:11]#[N:12])=[C:6]([N+:13]([O-:15])=[O:14])[CH:5]=1)([CH3:3])[CH3:2].CO.O, predict the reaction product. The product is: [CH:1]([C:4]1[CH:9]=[CH:8][C:7]([CH2:10][CH2:11][NH2:12])=[C:6]([N+:13]([O-:15])=[O:14])[CH:5]=1)([CH3:3])[CH3:2]. (4) Given the reactants C(O)(=O)CC(CC(O)=O)(C(O)=O)O.[CH3:14][C@@H:15]1[CH2:20][CH2:19][N:18]([C:21](=[O:25])[CH2:22][C:23]#[N:24])[CH2:17][C@@H:16]1[N:26]([CH3:36])[C:27]1[C:28]2[CH:35]=[CH:34][NH:33][C:29]=2[N:30]=[CH:31][N:32]=1.[OH-].[Na+], predict the reaction product. The product is: [CH3:14][C@@H:15]1[CH2:20][CH2:19][N:18]([C:21](=[O:25])[CH2:22][C:23]#[N:24])[CH2:17][C@@H:16]1[N:26]([CH3:36])[C:27]1[C:28]2[CH:35]=[CH:34][NH:33][C:29]=2[N:30]=[CH:31][N:32]=1. (5) Given the reactants [CH2:1]1[CH:4]([C:5]([OH:7])=O)[CH2:3][CH2:2]1.[CH:8]1([CH2:11][CH2:12][NH:13][C:14]([C:16]2[N:17]=[N:18][C:19]([N:22]3[CH2:27][CH2:26][NH:25][CH2:24][CH2:23]3)=[CH:20][CH:21]=2)=[O:15])[CH2:10][CH2:9]1, predict the reaction product. The product is: [CH:8]1([CH2:11][CH2:12][NH:13][C:14]([C:16]2[N:17]=[N:18][C:19]([N:22]3[CH2:27][CH2:26][N:25]([C:5]([CH:4]4[CH2:1][CH2:2][CH2:3]4)=[O:7])[CH2:24][CH2:23]3)=[CH:20][CH:21]=2)=[O:15])[CH2:10][CH2:9]1. (6) Given the reactants [C:1]([O:5][CH2:6][CH2:7][CH2:8][CH2:9][CH2:10][CH2:11][CH2:12][CH2:13][CH2:14][CH2:15][CH2:16][CH2:17][CH2:18][CH2:19][CH2:20][CH2:21][CH2:22][CH2:23][CH2:24][CH2:25][CH2:26][CH3:27])(=[O:4])[CH:2]=[CH2:3].C(O)(=O)C=C.C(S)CCCCCCCCCCC, predict the reaction product. The product is: [C:1]([OH:5])(=[O:4])[CH:2]=[CH2:3].[C:1]([O:5][CH2:6][CH2:7][CH2:8][CH2:9][CH2:10][CH2:11][CH2:12][CH2:13][CH2:14][CH2:15][CH2:16][CH2:17][CH2:18][CH2:19][CH2:20][CH2:21][CH2:22][CH2:23][CH2:24][CH2:25][CH2:26][CH3:27])(=[O:4])[CH:2]=[CH2:3]. (7) The product is: [C:35]([O:39][C:40](=[O:76])[NH:41][CH2:42][CH2:43][CH2:44][N:45]([CH:55]([C:58]1[N:63]([CH2:64][CH:65]2[CH2:66][CH2:67]2)[C:62](=[O:72])[C:61]2=[CH:73][CH:74]=[CH:75][N:60]2[N:59]=1)[CH2:56][CH3:57])[C:46](=[O:54])[C:47]1[CH:52]=[CH:51][C:50]([CH3:53])=[CH:49][CH:48]=1)([CH3:36])([CH3:37])[CH3:38]. Given the reactants C(OC(=O)NCCCN(C(=O)C1C=CC(C)=CC=1)C(C1NC(=O)C2=CC=CN2N=1)CC)(C)(C)C.[C:35]([O:39][C:40](=[O:76])[NH:41][CH2:42][CH2:43][CH2:44][N:45]([CH:55]([C:58]1[N:63]([CH2:64][C:65]2C=CC(F)=[CH:67][CH:66]=2)[C:62](=[O:72])[C:61]2=[CH:73][CH:74]=[CH:75][N:60]2[N:59]=1)[CH2:56][CH3:57])[C:46](=[O:54])[C:47]1[CH:52]=[CH:51][C:50]([CH3:53])=[CH:49][CH:48]=1)([CH3:38])([CH3:37])[CH3:36].BrC1(C)CC1, predict the reaction product. (8) Given the reactants Cl[C:2]1[C:11]2[C:6](=[CH:7][CH:8]=[CH:9][CH:10]=2)[N:5]=[C:4]2[N:12]([C:16]3[CH:21]=[CH:20][CH:19]=[C:18]([CH3:22])[N:17]=3)[N:13]=[C:14]([CH3:15])[C:3]=12.Cl.C([OH:26])C, predict the reaction product. The product is: [CH3:15][C:14]1[C:3]2[C:2](=[O:26])[C:11]3[C:6](=[CH:7][CH:8]=[CH:9][CH:10]=3)[NH:5][C:4]=2[N:12]([C:16]2[CH:21]=[CH:20][CH:19]=[C:18]([CH3:22])[N:17]=2)[N:13]=1. (9) Given the reactants [Cl:1][C:2]1[CH:7]=[CH:6][C:5]([C:8]2[CH:9]=[C:10]3[C:16]([C:17]([C:19]4[C:20]([F:33])=[C:21]([NH:26][S:27]([CH2:30][CH2:31][CH3:32])(=[O:29])=[O:28])[CH:22]=[CH:23][C:24]=4[F:25])=[O:18])=[CH:15][N:14](C(=O)C4C(Cl)=CC=CC=4Cl)[C:11]3=[N:12][CH:13]=2)=[CH:4][CH:3]=1.C1COCC1.N, predict the reaction product. The product is: [Cl:1][C:2]1[CH:7]=[CH:6][C:5]([C:8]2[CH:9]=[C:10]3[C:16]([C:17]([C:19]4[C:20]([F:33])=[C:21]([NH:26][S:27]([CH2:30][CH2:31][CH3:32])(=[O:28])=[O:29])[CH:22]=[CH:23][C:24]=4[F:25])=[O:18])=[CH:15][NH:14][C:11]3=[N:12][CH:13]=2)=[CH:4][CH:3]=1.